Predict the product of the given reaction. From a dataset of Forward reaction prediction with 1.9M reactions from USPTO patents (1976-2016). Given the reactants [CH3:1][O:2][C:3]([C@@H:5]1[CH2:9][C@@H:8]([S:10]([C:13]2[CH:18]=[CH:17][C:16]([F:19])=[CH:15][C:14]=2[Cl:20])(=[O:12])=[O:11])[CH2:7][N:6]1[C:21](=O)[CH2:22][C:23](=O)[CH3:24])=[O:4].COC1C=CC(P2(SP(C3C=CC(OC)=CC=3)(=S)S2)=S)=CC=1.Cl.Cl.[CH2:51]([NH:58][NH2:59])[C:52]1[CH:57]=[CH:56][CH:55]=[CH:54][CH:53]=1, predict the reaction product. The product is: [CH3:1][O:2][C:3]([C@@H:5]1[CH2:9][C@@H:8]([S:10]([C:13]2[CH:18]=[CH:17][C:16]([F:19])=[CH:15][C:14]=2[Cl:20])(=[O:12])=[O:11])[CH2:7][N:6]1[C:21]1[N:58]([CH2:51][C:52]2[CH:57]=[CH:56][CH:55]=[CH:54][CH:53]=2)[N:59]=[C:23]([CH3:24])[CH:22]=1)=[O:4].